This data is from Catalyst prediction with 721,799 reactions and 888 catalyst types from USPTO. The task is: Predict which catalyst facilitates the given reaction. Product: [CH:17]1([O:13][C:12](=[O:14])[CH2:11][CH2:10][CH2:9][CH2:8][CH2:7][CH2:6][CH2:5][CH2:4][CH2:3][CH2:2][C:1]([O:16][CH:33]2[CH2:44][CH2:43][CH2:42][CH2:41][CH2:40][CH2:39][CH2:38][CH2:37][CH2:36][CH2:35][CH2:34]2)=[O:15])[CH2:28][CH2:27][CH2:26][CH2:25][CH2:24][CH2:23][CH2:22][CH2:21][CH2:20][CH2:19][CH2:18]1. Reactant: [C:1]([OH:16])(=[O:15])[CH2:2][CH2:3][CH2:4][CH2:5][CH2:6][CH2:7][CH2:8][CH2:9][CH2:10][CH2:11][C:12]([OH:14])=[O:13].[C:17](Cl)(=O)[CH2:18][CH2:19][CH2:20][CH2:21][CH2:22][CH2:23][CH2:24][CH2:25][CH2:26][CH2:27][C:28](Cl)=O.[CH:33]1(O)[CH2:44][CH2:43][CH2:42][CH2:41][CH2:40][CH2:39][CH2:38][CH2:37][CH2:36][CH2:35][CH2:34]1.N1C=CC=CC=1. The catalyst class is: 11.